From a dataset of Peptide-MHC class I binding affinity with 185,985 pairs from IEDB/IMGT. Regression. Given a peptide amino acid sequence and an MHC pseudo amino acid sequence, predict their binding affinity value. This is MHC class I binding data. (1) The peptide sequence is KFYGPFVDR. The MHC is HLA-B15:03 with pseudo-sequence HLA-B15:03. The binding affinity (normalized) is 0.343. (2) The peptide sequence is HHAYQGDYK. The MHC is HLA-A03:01 with pseudo-sequence HLA-A03:01. The binding affinity (normalized) is 0.00774. (3) The peptide sequence is YTFFFTQYF. The MHC is HLA-B45:06 with pseudo-sequence HLA-B45:06. The binding affinity (normalized) is 0.213.